This data is from Full USPTO retrosynthesis dataset with 1.9M reactions from patents (1976-2016). The task is: Predict the reactants needed to synthesize the given product. (1) Given the product [CH2:3]=[CH:2][C:1](=[CH2:6])[CH3:7].[CH2:8]=[CH:9][C:10]1[CH:15]=[CH:14][CH:13]=[CH:12][CH:11]=1, predict the reactants needed to synthesize it. The reactants are: [C:1]1([CH3:7])[CH:6]=CC=[CH:3][CH:2]=1.[CH2:8]=[CH:9][C:10]1[CH:15]=[CH:14][CH:13]=[CH:12][CH:11]=1.C=CC(=C)C. (2) Given the product [CH:1]([C:4]1[CH:18]=[C:17]([O:19][CH3:20])[C:16]([S:22]([CH3:21])(=[O:24])=[O:23])=[CH:15][C:5]=1[O:6][C:7]1[C:8]([NH2:14])=[N:9][C:10]([NH2:13])=[N:11][CH:12]=1)([CH3:3])[CH3:2], predict the reactants needed to synthesize it. The reactants are: [CH:1]([C:4]1[CH:18]=[C:17]([O:19][CH3:20])[CH:16]=[CH:15][C:5]=1[O:6][C:7]1[C:8]([NH2:14])=[N:9][C:10]([NH2:13])=[N:11][CH:12]=1)([CH3:3])[CH3:2].[CH3:21][S:22](O[S:22]([CH3:21])(=[O:24])=[O:23])(=[O:24])=[O:23].FC(F)(F)S(O)(=O)=O.C([O-])(O)=O.[Na+]. (3) Given the product [CH3:48][O:52][C:7]1[CH:2]=[C:3]([NH:8][C:9](=[S:35])[NH:10][C:11]2[CH:16]=[CH:15][C:14]([C:17]3[CH:18]=[C:19]4[C:23](=[CH:24][CH:25]=3)[C:22](=[O:26])[N:21]([C@@H:27]([CH:32]([CH3:34])[CH3:33])[C:28]([O:30][CH3:31])=[O:29])[CH2:20]4)=[CH:13][CH:12]=2)[CH:4]=[CH:5][CH:6]=1, predict the reactants needed to synthesize it. The reactants are: F[C:2]1[CH:7]=[CH:6][CH:5]=[CH:4][C:3]=1[NH:8][C:9](=[S:35])[NH:10][C:11]1[CH:16]=[CH:15][C:14]([C:17]2[CH:18]=[C:19]3[C:23](=[CH:24][CH:25]=2)[C:22](=[O:26])[N:21]([C@@H:27]([CH:32]([CH3:34])[CH3:33])[C:28]([O:30][CH3:31])=[O:29])[CH2:20]3)=[CH:13][CH:12]=1.NC1C=CC(C2C=C3C(=CC=2)[C:48](=[O:52])N([C@@H](C(C)C)C(OC)=O)C3)=CC=1.COC1C=C(N=C=S)C=CC=1. (4) Given the product [F:3][C:4]1[CH:5]=[CH:6][C:7](=[N:10][S:11]([C:14]2[CH:19]=[CH:18][C:17]([CH3:20])=[CH:16][CH:15]=2)(=[O:13])=[O:12])[N:8]([CH2:22][C:23]([NH2:25])=[O:24])[CH:9]=1, predict the reactants needed to synthesize it. The reactants are: [H-].[Na+].[F:3][C:4]1[CH:5]=[CH:6][C:7]([NH:10][S:11]([C:14]2[CH:19]=[CH:18][C:17]([CH3:20])=[CH:16][CH:15]=2)(=[O:13])=[O:12])=[N:8][CH:9]=1.I[CH2:22][C:23]([NH2:25])=[O:24]. (5) Given the product [CH3:16][NH:17][C:18]([C:7]1[C:6]2[C:10](=[CH:11][C:3]([O:2][CH3:1])=[CH:4][CH:5]=2)[NH:9][C:8]=1[CH3:12])=[O:19], predict the reactants needed to synthesize it. The reactants are: [CH3:1][O:2][C:3]1[CH:11]=[C:10]2[C:6]([CH:7]=[C:8]([CH3:12])[NH:9]2)=[CH:5][CH:4]=1.C[Mg]Br.[CH3:16][N:17]=[C:18]=[O:19]. (6) The reactants are: [Br:1][C:2]1[CH:27]=[CH:26][C:5]([CH2:6][NH:7][C:8]2[CH:13]=[C:12]([O:14][CH2:15][C:16]3[CH:21]=[CH:20][C:19]([CH3:22])=[CH:18][N:17]=3)[CH:11]=[CH:10][C:9]=2[N+:23]([O-])=O)=[CH:4][CH:3]=1. Given the product [Br:1][C:2]1[CH:27]=[CH:26][C:5]([CH2:6][NH:7][C:8]2[C:9]([NH2:23])=[CH:10][CH:11]=[C:12]([O:14][CH2:15][C:16]3[CH:21]=[CH:20][C:19]([CH3:22])=[CH:18][N:17]=3)[CH:13]=2)=[CH:4][CH:3]=1, predict the reactants needed to synthesize it. (7) The reactants are: [CH2:1]([C:8]1[CH:9]=[N:10][C:11]2[C:16]([C:17]=1[C:18]1[CH:19]=[C:20]([NH2:24])[CH:21]=[CH:22][CH:23]=1)=[CH:15][CH:14]=[CH:13][C:12]=2[C:25]([F:28])([F:27])[F:26])[C:2]1[CH:7]=[CH:6][CH:5]=[CH:4][CH:3]=1.[CH3:29][C:30]1[CH:31]=[C:32]([CH:35]=[CH:36][CH:37]=1)[CH:33]=O. Given the product [CH2:1]([C:8]1[CH:9]=[N:10][C:11]2[C:16]([C:17]=1[C:18]1[CH:19]=[C:20]([N:24]([CH2:25][C:12]3[CH:13]=[CH:14][CH:15]=[C:16]([CH3:17])[CH:11]=3)[CH2:29][C:30]3[CH:37]=[CH:36][CH:35]=[C:32]([CH3:33])[CH:31]=3)[CH:21]=[CH:22][CH:23]=1)=[CH:15][CH:14]=[CH:13][C:12]=2[C:25]([F:28])([F:26])[F:27])[C:2]1[CH:3]=[CH:4][CH:5]=[CH:6][CH:7]=1, predict the reactants needed to synthesize it.